From a dataset of Forward reaction prediction with 1.9M reactions from USPTO patents (1976-2016). Predict the product of the given reaction. (1) Given the reactants [S:1]1[C:5]2[CH:6]=[CH:7][C:8]([CH:10]([C:15]3[C:23]4[C:18](=[C:19]([CH2:24][S:25][CH3:26])[CH:20]=[CH:21][CH:22]=4)[NH:17][CH:16]=3)[CH2:11][CH2:12][C:13]#[N:14])=[CH:9][C:4]=2[CH:3]=[CH:2]1.ClCCl.ClC1C=CC=C(C(OO)=[O:38])C=1.CO, predict the reaction product. The product is: [S:1]1[C:5]2[CH:6]=[CH:7][C:8]([CH:10]([C:15]3[C:23]4[C:18](=[C:19]([CH2:24][S:25]([CH3:26])=[O:38])[CH:20]=[CH:21][CH:22]=4)[NH:17][CH:16]=3)[CH2:11][CH2:12][C:13]#[N:14])=[CH:9][C:4]=2[CH:3]=[CH:2]1. (2) Given the reactants [CH3:1][C@H:2]1[NH:7][C@@H:6]([CH3:8])[CH2:5][N:4]([C:9]2[CH:14]=[CH:13][C:12]([O:15][CH2:16][CH2:17][CH2:18][N:19]3[CH2:24][CH2:23][CH2:22][CH2:21][CH2:20]3)=[CH:11][CH:10]=2)[CH2:3]1.C(N(CC)CC)C.[C:32]([C:34]1[CH:42]=[CH:41][C:37]([C:38](Cl)=[O:39])=[CH:36][CH:35]=1)#[N:33].CO, predict the reaction product. The product is: [CH3:1][C@@H:2]1[CH2:3][N:4]([C:9]2[CH:10]=[CH:11][C:12]([O:15][CH2:16][CH2:17][CH2:18][N:19]3[CH2:24][CH2:23][CH2:22][CH2:21][CH2:20]3)=[CH:13][CH:14]=2)[CH2:5][C@H:6]([CH3:8])[N:7]1[C:38]([C:37]1[CH:41]=[CH:42][C:34]([C:32]#[N:33])=[CH:35][CH:36]=1)=[O:39]. (3) Given the reactants [CH:1]1([N:6]2[C:10](=[O:11])[CH:9]=[C:8]([CH3:12])[N:7]2[CH3:13])[CH2:5][CH2:4][CH2:3][CH2:2]1.[Br:14]N1C(=O)CCC1=O, predict the reaction product. The product is: [Br:14][C:9]1[C:10](=[O:11])[N:6]([CH:1]2[CH2:2][CH2:3][CH2:4][CH2:5]2)[N:7]([CH3:13])[C:8]=1[CH3:12]. (4) Given the reactants [Cl:1][C:2]1[C:11]2[C:6](=[CH:7][C:8]([C:12]([NH:14][CH:15]([C:20]3[CH:25]=[CH:24][CH:23]=[CH:22][CH:21]=3)[CH2:16][C:17]([O-:19])=[O:18])=[O:13])=[CH:9][CH:10]=2)[C:5]([NH:26][C:27]([NH2:29])=[NH:28])=[N:4][CH:3]=1.[C:30]([C:34]([OH:36])=[O:35])([F:33])([F:32])[F:31], predict the reaction product. The product is: [F:31][C:30]([F:33])([F:32])[C:34]([OH:36])=[O:35].[Cl:1][C:2]1[C:11]2[C:6](=[CH:7][C:8]([C:12]([NH:14][CH:15]([C:20]3[CH:21]=[CH:22][CH:23]=[CH:24][CH:25]=3)[CH2:16][C:17]([OH:19])=[O:18])=[O:13])=[CH:9][CH:10]=2)[C:5]([NH:26][C:27]([NH2:29])=[NH:28])=[N:4][CH:3]=1. (5) Given the reactants Cl[C:2]1[N:3]=[C:4]([NH:17][CH2:18][CH2:19][CH3:20])[C:5]2[N:11]=[C:10](Cl)[N:9]=[C:8]([NH:13][CH2:14][CH2:15][CH3:16])[C:6]=2[N:7]=1.C([O-])([O-])=O.[K+].[K+].[CH2:27]([NH2:30])[CH2:28][CH3:29], predict the reaction product. The product is: [CH2:27]([NH:30][C:2]1[N:3]=[C:4]([NH:17][CH2:18][CH2:19][CH3:20])[C:5]2[N:11]=[C:10]([NH:3][CH2:4][CH2:5][CH3:6])[N:9]=[C:8]([NH:13][CH2:14][CH2:15][CH3:16])[C:6]=2[N:7]=1)[CH2:28][CH3:29]. (6) The product is: [CH3:24][CH:25]([CH3:32])[CH2:26][CH2:27][S:28]([NH:6][C:7](=[O:15])[CH:8]=[CH2:9])(=[O:30])=[O:29]. Given the reactants ClC1C=C(Cl)C=CC=1CN1[C:9](/C=C/C(O)=O)=[CH:8][C:7]([O:15]C(C)C)=[N:6]1.[CH3:24][CH:25]([CH3:32])[CH2:26][CH2:27][S:28](N)(=[O:30])=[O:29].N12CCCN=C1CCCCC2, predict the reaction product. (7) Given the reactants [C@]12(CS(O)(=O)=O)C(C)(C)C(CC1)CC2=O.[CH3:16][C@H:17]1[NH:22][CH2:21][C@H:20]([CH2:23][OH:24])[CH2:19][CH2:18]1.[OH-].[Na+].[CH3:27][C:28]([O:31][C:32](O[C:32]([O:31][C:28]([CH3:30])([CH3:29])[CH3:27])=[O:33])=[O:33])([CH3:30])[CH3:29], predict the reaction product. The product is: [OH:24][CH2:23][C@H:20]1[CH2:21][N:22]([C:32]([O:31][C:28]([CH3:30])([CH3:29])[CH3:27])=[O:33])[C@H:17]([CH3:16])[CH2:18][CH2:19]1. (8) Given the reactants [C:1]([O:5][C:6](=[O:19])[CH2:7][CH2:8][C:9]1[CH:14]=[C:13]([Cl:15])[C:12]([CH:16]=O)=[C:11]([Cl:18])[CH:10]=1)([CH3:4])([CH3:3])[CH3:2].[NH2:20][C:21]1[CH:22]=[C:23]([CH:37]=[CH:38][C:39]=1[NH2:40])[C:24]([NH:26][C:27]1[CH:36]=[CH:35][C:34]2[C:29](=[CH:30][CH:31]=[CH:32][CH:33]=2)[N:28]=1)=[O:25].OOS([O-])=O.[K+].O, predict the reaction product. The product is: [C:1]([O:5][C:6](=[O:19])[CH2:7][CH2:8][C:9]1[CH:14]=[C:13]([Cl:15])[C:12]([C:16]2[NH:20][C:21]3[CH:22]=[C:23]([C:24](=[O:25])[NH:26][C:27]4[CH:36]=[CH:35][C:34]5[C:29](=[CH:30][CH:31]=[CH:32][CH:33]=5)[N:28]=4)[CH:37]=[CH:38][C:39]=3[N:40]=2)=[C:11]([Cl:18])[CH:10]=1)([CH3:4])([CH3:3])[CH3:2]. (9) The product is: [CH2:4]1[NH:1][C:12](=[O:14])[CH2:11][N:6]2[C:7](=[O:10])[CH2:8][CH2:9][CH:5]12. Given the reactants [N:1]([CH2:4][CH:5]1[CH2:9][CH2:8][C:7](=[O:10])[N:6]1[CH2:11][C:12]([O:14]C)=O)=[N+]=[N-], predict the reaction product.